From a dataset of Full USPTO retrosynthesis dataset with 1.9M reactions from patents (1976-2016). Predict the reactants needed to synthesize the given product. (1) Given the product [Cl:1][C:2]1[CH:3]=[C:4]([C:7]2[N:8]=[C:9]([NH:19][C:20]([C:22]3[N:23]=[CH:24][C:25]([N:28]4[CH2:29][CH2:30][CH:31]([C:34]([OH:36])=[O:35])[CH2:32][CH2:33]4)=[N:26][CH:27]=3)=[O:21])[S:10][C:11]=2[CH2:12][N:13]2[CH2:17][CH2:16][CH2:15][C@H:14]2[CH3:18])[S:5][CH:6]=1, predict the reactants needed to synthesize it. The reactants are: [Cl:1][C:2]1[CH:3]=[C:4]([C:7]2[N:8]=[C:9]([NH:19][C:20]([C:22]3[N:23]=[CH:24][C:25]([N:28]4[CH2:33][CH2:32][CH:31]([C:34]([O:36]CC)=[O:35])[CH2:30][CH2:29]4)=[N:26][CH:27]=3)=[O:21])[S:10][C:11]=2[CH2:12][N:13]2[CH2:17][CH2:16][CH2:15][C@H:14]2[CH3:18])[S:5][CH:6]=1.C(O)C.O1CCCC1.[OH-].[Na+]. (2) Given the product [CH3:9][O:8][C:5]1[CH:6]=[CH:7][C:2]([C:34]2[CH:35]=[CH:36][C:31]([O:30][CH:25]3[CH2:26][CH2:27][CH2:28][CH2:29][O:24]3)=[CH:32][CH:33]=2)=[C:3]([CH2:10][CH2:11][CH3:12])[CH:4]=1, predict the reactants needed to synthesize it. The reactants are: Br[C:2]1[CH:7]=[CH:6][C:5]([O:8][CH3:9])=[CH:4][C:3]=1[CH2:10][CH2:11][CH3:12].C(C1C=C(OC)C=CC=1)C=C.[O:24]1[CH2:29][CH2:28][CH2:27][CH2:26][CH:25]1[O:30][C:31]1[CH:36]=[CH:35][C:34](B2OC(C)(C)C(C)(C)O2)=[CH:33][CH:32]=1. (3) Given the product [CH3:6][C:7]1[N:12]2[N:13]=[C:14]([CH:16]=[O:17])[N:15]=[C:11]2[N:10]=[C:9]2[CH2:18][CH2:19][CH2:20][C:8]=12, predict the reactants needed to synthesize it. The reactants are: CS(C)=O.[Cl-].[CH3:6][C:7]1[N:12]2[N:13]=[C:14]([CH2:16][OH:17])[N:15]=[C:11]2[N:10]=[C:9]2[CH2:18][CH2:19][CH2:20][C:8]=12.C(N(CC)CC)C.